This data is from CYP3A4 inhibition data for predicting drug metabolism from PubChem BioAssay. The task is: Regression/Classification. Given a drug SMILES string, predict its absorption, distribution, metabolism, or excretion properties. Task type varies by dataset: regression for continuous measurements (e.g., permeability, clearance, half-life) or binary classification for categorical outcomes (e.g., BBB penetration, CYP inhibition). Dataset: cyp3a4_veith. The molecule is O=C(O)Cc1ccc(O)c(O)c1. The result is 0 (non-inhibitor).